This data is from Full USPTO retrosynthesis dataset with 1.9M reactions from patents (1976-2016). The task is: Predict the reactants needed to synthesize the given product. (1) Given the product [CH3:1][O:2][C:3](=[O:24])[CH2:4][NH:5][C:6]([C:8]1[CH:9]=[CH:10][CH:11]=[C:12]2[O:16][C:15]([NH:17][CH:18]3[CH2:23][CH2:22][N:21]([CH2:31][C:30]4[CH:33]=[C:34]([O:41][CH2:42][CH3:43])[C:35]([N:36]5[CH:40]=[CH:39][CH:38]=[CH:37]5)=[C:28]([O:27][CH2:25][CH3:26])[CH:29]=4)[CH2:20][CH2:19]3)=[N:14][C:13]=12)=[O:7], predict the reactants needed to synthesize it. The reactants are: [CH3:1][O:2][C:3](=[O:24])[CH2:4][NH:5][C:6]([C:8]1[CH:9]=[CH:10][CH:11]=[C:12]2[O:16][C:15]([NH:17][CH:18]3[CH2:23][CH2:22][NH:21][CH2:20][CH2:19]3)=[N:14][C:13]=12)=[O:7].[CH2:25]([O:27][C:28]1[CH:29]=[C:30]([CH:33]=[C:34]([O:41][CH2:42][CH3:43])[C:35]=1[N:36]1[CH:40]=[CH:39][CH:38]=[CH:37]1)[CH:31]=O)[CH3:26].C([BH3-])#N.[Na+].C(N(C(C)C)C(C)C)C. (2) Given the product [O:14]1[C:18]2[CH:19]=[CH:20][CH:21]=[CH:22][C:17]=2[CH:16]=[C:15]1[C:2]1[CH:11]=[CH:10][C:9]([O:12][CH3:13])=[C:8]2[C:3]=1[CH:4]=[CH:5][CH:6]=[N:7]2, predict the reactants needed to synthesize it. The reactants are: Cl[C:2]1[CH:11]=[CH:10][C:9]([O:12][CH3:13])=[C:8]2[C:3]=1[CH:4]=[CH:5][CH:6]=[N:7]2.[O:14]1[C:18]2[CH:19]=[CH:20][CH:21]=[CH:22][C:17]=2[CH:16]=[C:15]1B(O)O.[F-].[K+].C(P(C(C)(C)C)C1C=CC=CC=1C1C=CC=CC=1)(C)(C)C. (3) Given the product [Cl:1][C:2]1[C:11]2[C:6](=[CH:7][C:8]([O:12][CH3:13])=[CH:9][CH:10]=2)[C:5]([O:14][CH2:22][CH3:23])=[CH:4][N:3]=1, predict the reactants needed to synthesize it. The reactants are: [Cl:1][C:2]1[C:11]2[C:6](=[CH:7][C:8]([O:12][CH3:13])=[CH:9][CH:10]=2)[C:5]([OH:14])=[CH:4][N:3]=1.C(=O)([O-])[O-].[K+].[K+].I[CH2:22][CH3:23]. (4) Given the product [Cl:17][C:18]1[CH:26]=[CH:25][CH:24]=[CH:23][C:19]=1[C:20]([NH:16][C:14]1[S:15][C:11]([C:3]2[N:2]([CH3:1])[C:10]3[C:5]([CH:4]=2)=[CH:6][CH:7]=[CH:8][CH:9]=3)=[CH:12][N:13]=1)=[O:21], predict the reactants needed to synthesize it. The reactants are: [CH3:1][N:2]1[C:10]2[C:5](=[CH:6][CH:7]=[CH:8][CH:9]=2)[CH:4]=[C:3]1[C:11]1[S:15][C:14]([NH2:16])=[N:13][CH:12]=1.[Cl:17][C:18]1[CH:26]=[CH:25][CH:24]=[CH:23][C:19]=1[C:20](Cl)=[O:21].CCN(C(C)C)C(C)C.